Dataset: Full USPTO retrosynthesis dataset with 1.9M reactions from patents (1976-2016). Task: Predict the reactants needed to synthesize the given product. Given the product [Cl:22][C:23]1[CH:54]=[CH:53][C:26]([C:27]([OH:28])([C:2]2[N:6]([CH3:7])[CH:5]=[N:4][CH:3]=2)[C:29]2[CH:30]=[C:31]3[C:36](=[N:37][CH:38]=2)[N:35]([CH3:39])[C:34](=[O:40])[CH:33]=[C:32]3[C:41]2[CH:46]=[CH:45][CH:44]=[C:43]([C:47]#[C:48][Si:49]([CH3:50])([CH3:52])[CH3:51])[CH:42]=2)=[CH:25][CH:24]=1, predict the reactants needed to synthesize it. The reactants are: Br[C:2]1[N:6]([CH3:7])[CH:5]=[N:4][CH:3]=1.CCN(C(C)C)C(C)C.C([Mg]Cl)(C)C.[Cl:22][C:23]1[CH:54]=[CH:53][C:26]([C:27]([C:29]2[CH:30]=[C:31]3[C:36](=[N:37][CH:38]=2)[N:35]([CH3:39])[C:34](=[O:40])[CH:33]=[C:32]3[C:41]2[CH:46]=[CH:45][CH:44]=[C:43]([C:47]#[C:48][Si:49]([CH3:52])([CH3:51])[CH3:50])[CH:42]=2)=[O:28])=[CH:25][CH:24]=1.